Task: Predict the reaction yield, written as a fraction of the theoretical maximum amount of product (1.0 means a 100% yield; for example, 0.34 means a 34% yield).. Dataset: Reaction yield outcomes from USPTO patents with 853,638 reactions (1) The reactants are Cl[C:2]1[C:11]([NH2:12])=[C:10]2[C:5]([C:6]([O:13][CH3:14])=[CH:7][CH:8]=[N:9]2)=[CH:4][CH:3]=1.C([O-])=O.[NH4+]. The catalyst is [Pd].C(O)(=O)C. The product is [CH3:14][O:13][C:6]1[C:5]2[C:10](=[C:11]([NH2:12])[CH:2]=[CH:3][CH:4]=2)[N:9]=[CH:8][CH:7]=1. The yield is 0.650. (2) The reactants are Br[C:2]1[CH:3]=[C:4]2[C:9](=[CH:10][CH:11]=1)[CH:8]=[N:7][CH:6]=[C:5]2[Cl:12].CC(C)([O-])C.[Na+].[CH3:19][O:20][CH2:21][CH2:22][NH2:23]. The catalyst is C1C=CC(/C=C/C(/C=C/C2C=CC=CC=2)=O)=CC=1.C1C=CC(/C=C/C(/C=C/C2C=CC=CC=2)=O)=CC=1.C1C=CC(/C=C/C(/C=C/C2C=CC=CC=2)=O)=CC=1.[Pd].[Pd].C1(P(C2C=CC=CC=2)C2C=CC3C(=CC=CC=3)C=2C2C3C(=CC=CC=3)C=CC=2P(C2C=CC=CC=2)C2C=CC=CC=2)C=CC=CC=1.O1CCOCC1. The product is [Cl:12][C:5]1[C:4]2[C:9](=[CH:10][CH:11]=[C:2]([NH:23][CH2:22][CH2:21][O:20][CH3:19])[CH:3]=2)[CH:8]=[N:7][CH:6]=1. The yield is 0.990. (3) The reactants are [CH3:1][CH:2]1[C:19](=O)[C:5]2=[CH:6][C:7]3[C:8]([CH3:18])([CH3:17])[C:9]4[C:14]([C:15]=3[CH:16]=[C:4]2[CH2:3]1)=[CH:13][CH:12]=[CH:11][CH:10]=4.[CH3:21][Mg]Br.Cl.C1(C)C=CC(S(O)(=O)=O)=CC=1. The catalyst is C1(C)C=CC=CC=1. The product is [CH3:21][C:19]1[C:5]2=[CH:6][C:7]3[C:8]([CH3:17])([CH3:18])[C:9]4[C:14]([C:15]=3[CH:16]=[C:4]2[CH2:3][C:2]=1[CH3:1])=[CH:13][CH:12]=[CH:11][CH:10]=4. The yield is 0.846. (4) The reactants are FC(F)(F)S(O[CH2:7][C:8]([F:17])([F:16])[C:9]1[CH:14]=[CH:13][C:12](C)=[CH:11][CH:10]=1)(=O)=O.[NH:20]1[CH2:25][CH2:24][CH:23]([NH:26][C:27](=[O:33])[O:28][C:29]([CH3:32])([CH3:31])[CH3:30])[CH2:22][CH2:21]1.CCN(C(C)C)C(C)C.C(Cl)[Cl:44]. No catalyst specified. The product is [C:29]([O:28][C:27](=[O:33])[NH:26][CH:23]1[CH2:22][CH2:21][N:20]([CH2:7][C:8]([C:9]2[CH:10]=[CH:11][C:12]([Cl:44])=[CH:13][CH:14]=2)([F:16])[F:17])[CH2:25][CH2:24]1)([CH3:30])([CH3:32])[CH3:31]. The yield is 0.650. (5) The reactants are C([N:8]([CH2:54][C@@H:55]([C:64]1[CH:73]=[CH:72][C:71]([O:74]CC2C=CC=CC=2)=[C:70]2[C:65]=1[CH:66]=[CH:67][C:68](=[O:82])[NH:69]2)[O:56][Si:57]([C:60]([CH3:63])([CH3:62])[CH3:61])([CH3:59])[CH3:58])[CH2:9][CH2:10][C:11]1[CH:16]=[CH:15][C:14]([NH:17][C:18]([C:20]2[CH:21]=[C:22]([CH2:26][NH:27][C:28]([CH2:30][CH2:31][N:32]3[CH2:37][CH2:36][CH:35]([O:38][C:39](=[O:53])[NH:40][C:41]4[CH:46]=[CH:45][CH:44]=[CH:43][C:42]=4[C:47]4[CH:52]=[CH:51][CH:50]=[CH:49][CH:48]=4)[CH2:34][CH2:33]3)=[O:29])[CH:23]=[CH:24][CH:25]=2)=[O:19])=[CH:13][CH:12]=1)C1C=CC=CC=1. The catalyst is CCO.CC(O)=O.[Pd]. The product is [Si:57]([O:56][C@H:55]([C:64]1[CH:73]=[CH:72][C:71]([OH:74])=[C:70]2[C:65]=1[CH:66]=[CH:67][C:68](=[O:82])[NH:69]2)[CH2:54][NH:8][CH2:9][CH2:10][C:11]1[CH:12]=[CH:13][C:14]([NH:17][C:18]([C:20]2[CH:21]=[C:22]([CH2:26][NH:27][C:28]([CH2:30][CH2:31][N:32]3[CH2:37][CH2:36][CH:35]([O:38][C:39](=[O:53])[NH:40][C:41]4[CH:46]=[CH:45][CH:44]=[CH:43][C:42]=4[C:47]4[CH:52]=[CH:51][CH:50]=[CH:49][CH:48]=4)[CH2:34][CH2:33]3)=[O:29])[CH:23]=[CH:24][CH:25]=2)=[O:19])=[CH:15][CH:16]=1)([C:60]([CH3:63])([CH3:61])[CH3:62])([CH3:59])[CH3:58]. The yield is 0.760. (6) The product is [CH2:1]([C:4]1[N:8]([CH2:9][C:10]2[CH:27]=[CH:26][C:13]3/[C:14](=[CH:23]/[C:24]([NH2:25])=[O:32])/[C:15]4[CH:22]=[CH:21][CH:20]=[CH:19][C:16]=4[CH2:17][CH2:18][C:12]=3[CH:11]=2)[C:7]2[CH:28]=[CH:29][CH:30]=[CH:31][C:6]=2[N:5]=1)[CH2:2][CH3:3]. The reactants are [CH2:1]([C:4]1[N:8]([CH2:9][C:10]2[CH:27]=[CH:26][C:13]3/[C:14](=[CH:23]/[C:24]#[N:25])/[C:15]4[CH:22]=[CH:21][CH:20]=[CH:19][C:16]=4[CH2:17][CH2:18][C:12]=3[CH:11]=2)[C:7]2[CH:28]=[CH:29][CH:30]=[CH:31][C:6]=2[N:5]=1)[CH2:2][CH3:3].[OH-:32].[Na+].O. The catalyst is C(O)C. The yield is 0.660. (7) The reactants are [F:1][C:2]1[N:7]2[CH:8]=[C:9]([CH:11]=[O:12])[N:10]=[C:6]2[CH:5]=[CH:4][CH:3]=1.[BH4-].[Na+]. The catalyst is CO. The product is [F:1][C:2]1[N:7]2[CH:8]=[C:9]([CH2:11][OH:12])[N:10]=[C:6]2[CH:5]=[CH:4][CH:3]=1. The yield is 0.930. (8) The reactants are [CH2:1]([NH:8][C:9]1[CH:14]=[C:13]([C:15]2[CH:20]=[CH:19][CH:18]=[CH:17][C:16]=2[CH3:21])[C:12]([NH:22][CH3:23])=[CH:11][N:10]=1)[C:2]1[CH:7]=[CH:6][CH:5]=[CH:4][CH:3]=1.Cl[C:25]([O:27][CH2:28][C:29]1[CH:34]=[CH:33][CH:32]=[CH:31][CH:30]=1)=[O:26]. The catalyst is ClCCl.C(N(C(C)C)C(C)C)C. The product is [CH2:28]([O:27][C:25](=[O:26])[N:8]([CH2:1][C:2]1[CH:3]=[CH:4][CH:5]=[CH:6][CH:7]=1)[C:9]1[CH:14]=[C:13]([C:15]2[CH:20]=[CH:19][CH:18]=[CH:17][C:16]=2[CH3:21])[C:12]([NH:22][CH3:23])=[CH:11][N:10]=1)[C:29]1[CH:34]=[CH:33][CH:32]=[CH:31][CH:30]=1. The yield is 0.800. (9) The reactants are C(OC(=O)[NH:7][C:8]([C:10]1[S:11][C:12]([S:39][CH3:40])=[C:13]([S:15]([C:18]2[CH:37]=[C:36]([Br:38])[C:21]3[N:22]([CH2:25][C:26]4[CH:31]=[C:30]([N+:32]([O-:34])=[O:33])[CH:29]=[CH:28][C:27]=4[F:35])[CH:23]=[N:24][C:20]=3[CH:19]=2)(=[O:17])=[O:16])[CH:14]=1)=[NH:9])(C)(C)C.C(OC(=O)[NH:48][C:49]([C:51]1[S:52][C:53]([S:80][CH3:81])=[C:54]([S:56]([C:59]2[CH:78]=[C:77]([Br:79])[C:62]3[N:63]=[CH:64][N:65]([CH2:66][C:67]4[CH:72]=[C:71]([N+:73]([O-:75])=[O:74])[CH:70]=[CH:69][C:68]=4[F:76])[C:61]=3[CH:60]=2)(=[O:58])=[O:57])[CH:55]=1)=[NH:50])(C)(C)C.[F:83][C:84]([F:89])([F:88])[C:85]([OH:87])=[O:86]. The catalyst is C(Cl)Cl. The product is [F:83][C:84]([F:89])([F:88])[C:85]([OH:87])=[O:86].[Br:79][C:77]1[C:62]2[N:63]=[CH:64][N:65]([CH2:66][C:67]3[CH:72]=[C:71]([N+:73]([O-:75])=[O:74])[CH:70]=[CH:69][C:68]=3[F:76])[C:61]=2[CH:60]=[C:59]([S:56]([C:54]2[CH:55]=[C:51]([C:49]([NH2:50])=[NH:48])[S:52][C:53]=2[S:80][CH3:81])(=[O:57])=[O:58])[CH:78]=1.[F:83][C:84]([F:89])([F:88])[C:85]([OH:87])=[O:86].[Br:38][C:36]1[C:21]2[N:22]([CH2:25][C:26]3[CH:31]=[C:30]([N+:32]([O-:34])=[O:33])[CH:29]=[CH:28][C:27]=3[F:35])[CH:23]=[N:24][C:20]=2[CH:19]=[C:18]([S:15]([C:13]2[CH:14]=[C:10]([C:8]([NH2:9])=[NH:7])[S:11][C:12]=2[S:39][CH3:40])(=[O:17])=[O:16])[CH:37]=1. The yield is 0.470. (10) The reactants are [NH:1]1[C:9]2[C:4](=[CH:5][CH:6]=[CH:7][N:8]=2)[CH:3]=[CH:2]1.[Cl:10][CH2:11][C:12](Cl)=[O:13].[Cl-].[Al+3].[Cl-].[Cl-]. The catalyst is C(=S)=S. The product is [Cl:10][CH2:11][C:12]([C:3]1[C:4]2[C:9](=[N:8][CH:7]=[CH:6][CH:5]=2)[NH:1][CH:2]=1)=[O:13]. The yield is 0.750.